Dataset: Forward reaction prediction with 1.9M reactions from USPTO patents (1976-2016). Task: Predict the product of the given reaction. (1) The product is: [CH:30]1([C:2]2[CH:7]=[CH:6][C:5]3=[N:8][C:9]([C:11]4[CH:12]=[CH:13][C:14]([C:24]([F:27])([F:26])[F:25])=[C:15]([NH:17][C:18](=[O:23])[C:19]([CH3:22])([CH3:21])[CH3:20])[CH:16]=4)=[CH:10][N:4]3[N:3]=2)[CH2:31][CH2:29][CH2:34][CH2:33]1. Given the reactants Cl[C:2]1[CH:7]=[CH:6][C:5]2=[N:8][C:9]([C:11]3[CH:12]=[CH:13][C:14]([C:24]([F:27])([F:26])[F:25])=[C:15]([NH:17][C:18](=[O:23])[C:19]([CH3:22])([CH3:21])[CH3:20])[CH:16]=3)=[CH:10][N:4]2[N:3]=1.[Br-].[CH:29]1([Zn+])[CH2:31][CH2:30]1.[CH2:33]1COC[CH2:34]1, predict the reaction product. (2) Given the reactants [I:1][C:2]1[N:7]=[C:6]([CH3:8])[C:5]([OH:9])=[CH:4][CH:3]=1.[Cl:10][C:11]1[CH:16]=[C:15](Cl)[CH:14]=[CH:13][N:12]=1.C([O-])([O-])=O.[K+].[K+].O, predict the reaction product. The product is: [Cl:10][C:11]1[CH:16]=[C:15]([O:9][C:5]2[C:6]([CH3:8])=[N:7][C:2]([I:1])=[CH:3][CH:4]=2)[CH:14]=[CH:13][N:12]=1.